Dataset: Peptide-MHC class I binding affinity with 185,985 pairs from IEDB/IMGT. Task: Regression. Given a peptide amino acid sequence and an MHC pseudo amino acid sequence, predict their binding affinity value. This is MHC class I binding data. (1) The binding affinity (normalized) is 0.973. The MHC is HLA-A02:06 with pseudo-sequence HLA-A02:06. The peptide sequence is RTFHIFYYL. (2) The peptide sequence is LPFPFLYKFLL. The MHC is HLA-B51:01 with pseudo-sequence HLA-B51:01. The binding affinity (normalized) is 0.588. (3) The peptide sequence is RTNDLTALL. The MHC is HLA-A02:06 with pseudo-sequence HLA-A02:06. The binding affinity (normalized) is 0.558. (4) The peptide sequence is YEEAGRGSM. The MHC is HLA-A24:03 with pseudo-sequence HLA-A24:03. The binding affinity (normalized) is 0.213. (5) The peptide sequence is IEELRRHLL. The MHC is HLA-A11:01 with pseudo-sequence HLA-A11:01. The binding affinity (normalized) is 0. (6) The peptide sequence is KTDIVNTTY. The MHC is HLA-A26:01 with pseudo-sequence HLA-A26:01. The binding affinity (normalized) is 0.0847. (7) The peptide sequence is GTDDEVIERI. The MHC is HLA-A02:02 with pseudo-sequence HLA-A02:02. The binding affinity (normalized) is 0.235.